This data is from Catalyst prediction with 721,799 reactions and 888 catalyst types from USPTO. The task is: Predict which catalyst facilitates the given reaction. (1) Reactant: [Br:1][C:2]1[CH:7]=[C:6]([C:8]([CH3:11])([CH3:10])[CH3:9])[CH:5]=[CH:4][C:3]=1[NH2:12].[N+:13]([O-])([O-:15])=[O:14].[K+]. Product: [Br:1][C:2]1[CH:7]=[C:6]([C:8]([CH3:9])([CH3:11])[CH3:10])[C:5]([N+:13]([O-:15])=[O:14])=[CH:4][C:3]=1[NH2:12]. The catalyst class is: 82. (2) Product: [N:31]1([O:1][C:2]2[C:3]3[O:10][CH:9]=[C:8]([CH:11]4[CH2:12][CH2:13][N:14]([C:17]([O:19][C:20]([CH3:23])([CH3:22])[CH3:21])=[O:18])[CH2:15][CH2:16]4)[C:4]=3[N:5]=[CH:6][N:7]=2)[C:35]2[CH:36]=[CH:37][CH:38]=[CH:39][C:34]=2[N:33]=[N:32]1. The catalyst class is: 7. Reactant: [OH:1][C:2]1[C:3]2[O:10][CH:9]=[C:8]([CH:11]3[CH2:16][CH2:15][N:14]([C:17]([O:19][C:20]([CH3:23])([CH3:22])[CH3:21])=[O:18])[CH2:13][CH2:12]3)[C:4]=2[N:5]=[CH:6][N:7]=1.F[P-](F)(F)(F)(F)F.[N:31]1(O[P+](N2CCCC2)(N2CCCC2)N2CCCC2)[C:35]2[CH:36]=[CH:37][CH:38]=[CH:39][C:34]=2[N:33]=[N:32]1.N12CCCN=C1CCCCC2.O. (3) Reactant: [C:1]([O:5][C:6](=[O:25])[NH:7][C:8]1[CH:9]=[CH:10][C:11]2[CH:15]=[C:14]([C:16]3[C:21]([CH3:22])=[CH:20][N:19]=[C:18](Cl)[N:17]=3)[S:13][C:12]=2[CH:24]=1)([CH3:4])([CH3:3])[CH3:2].[NH2:26][CH2:27][CH2:28][CH2:29][N:30]1[CH2:35][CH2:34][N:33]([CH3:36])[CH2:32][CH2:31]1. Product: [C:1]([O:5][C:6](=[O:25])[NH:7][C:8]1[CH:9]=[CH:10][C:11]2[CH:15]=[C:14]([C:16]3[C:21]([CH3:22])=[CH:20][N:19]=[C:18]([NH:26][CH2:27][CH2:28][CH2:29][N:30]4[CH2:31][CH2:32][N:33]([CH3:36])[CH2:34][CH2:35]4)[N:17]=3)[S:13][C:12]=2[CH:24]=1)([CH3:4])([CH3:3])[CH3:2]. The catalyst class is: 12. (4) Reactant: [Cl:1][C:2]1[C:3]([CH3:31])=[C:4]([NH:10][C@H:11]([C@@H:28](O)[CH3:29])[C:12]([NH:14][NH:15][C:16](=O)[C:17]2[CH:22]=[CH:21][C:20]([C:23]([F:26])([F:25])[F:24])=[CH:19][CH:18]=2)=[O:13])[CH:5]=[CH:6][C:7]=1[C:8]#[N:9].C(NP1(N(CC)CC)N(C)CCCN1C)(C)(C)C.C1(C)C=CC(S(Cl)(=O)=O)=CC=1. Product: [Cl:1][C:2]1[C:3]([CH3:31])=[C:4]([NH:10]/[C:11](/[C:12]2[O:13][C:16]([C:17]3[CH:22]=[CH:21][C:20]([C:23]([F:25])([F:24])[F:26])=[CH:19][CH:18]=3)=[N:15][N:14]=2)=[CH:28]\[CH3:29])[CH:5]=[CH:6][C:7]=1[C:8]#[N:9]. The catalyst class is: 1.